Dataset: Peptide-MHC class II binding affinity with 134,281 pairs from IEDB. Task: Regression. Given a peptide amino acid sequence and an MHC pseudo amino acid sequence, predict their binding affinity value. This is MHC class II binding data. (1) The peptide sequence is SLSDPKGNDMPGGYC. The MHC is DRB1_0101 with pseudo-sequence DRB1_0101. The binding affinity (normalized) is 0.506. (2) The peptide sequence is VCGMFTNRSGSQQWR. The MHC is HLA-DQA10102-DQB10602 with pseudo-sequence HLA-DQA10102-DQB10602. The binding affinity (normalized) is 0.204. (3) The peptide sequence is RRCKNIPQPVRALLE. The MHC is HLA-DQA10102-DQB10602 with pseudo-sequence HLA-DQA10102-DQB10602. The binding affinity (normalized) is 0.213. (4) The peptide sequence is KKTFDHTLMSIVSSL. The MHC is DRB1_1302 with pseudo-sequence DRB1_1302. The binding affinity (normalized) is 0.0158.